Task: Predict the reaction yield, written as a fraction of the theoretical maximum amount of product (1.0 means a 100% yield; for example, 0.34 means a 34% yield).. Dataset: Reaction yield outcomes from USPTO patents with 853,638 reactions The reactants are C[O:2][C:3]1[CH:4]=[C:5]2[C:11]3([C:19]4[C:14](=[CH:15][CH:16]=[CH:17][CH:18]=4)[N:13]([CH2:20][C@H:21]4[CH2:25][CH2:24][CH2:23][O:22]4)[C:12]3=[O:26])[CH2:10][O:9][C:6]2=[CH:7][N:8]=1.I[Si](C)(C)C. The catalyst is C(#N)C. The product is [O:22]1[CH2:23][CH2:24][CH2:25][C@@H:21]1[CH2:20][N:13]1[C:14]2[C:19](=[CH:18][CH:17]=[CH:16][CH:15]=2)[C:11]2([C:5]3[C:6](=[CH:7][NH:8][C:3](=[O:2])[CH:4]=3)[O:9][CH2:10]2)[C:12]1=[O:26]. The yield is 0.930.